Dataset: Full USPTO retrosynthesis dataset with 1.9M reactions from patents (1976-2016). Task: Predict the reactants needed to synthesize the given product. The reactants are: [CH3:1][NH:2][C:3]([C:5]12[CH2:12][CH2:11][C:8]([C:13]([O:15][CH3:16])=[O:14])([CH2:9][CH2:10]1)[CH2:7][CH2:6]2)=O.C(Cl)(=O)C(Cl)=O.CN(C=O)C.[F:28][C:29]([F:42])([F:41])[C:30]1[CH:35]=[CH:34][CH:33]=[CH:32][C:31]=1[C:36]1NN=[N:38][N:37]=1. Given the product [CH3:1][N:2]1[C:36]([C:31]2[CH:32]=[CH:33][CH:34]=[CH:35][C:30]=2[C:29]([F:28])([F:42])[F:41])=[N:37][N:38]=[C:3]1[C:5]12[CH2:12][CH2:11][C:8]([C:13]([O:15][CH3:16])=[O:14])([CH2:9][CH2:10]1)[CH2:7][CH2:6]2, predict the reactants needed to synthesize it.